From a dataset of Reaction yield outcomes from USPTO patents with 853,638 reactions. Predict the reaction yield, written as a fraction of the theoretical maximum amount of product (1.0 means a 100% yield; for example, 0.34 means a 34% yield). The reactants are C1(S([N:10]2[C:14]3=[N:15][CH:16]=[C:17]([F:19])[CH:18]=[C:13]3[CH:12]=[C:11]2[C:20]([C:27]2[CH:32]=[CH:31][C:30]([S:33]([CH2:36][CH2:37][O:38][CH3:39])(=[O:35])=[O:34])=[CH:29][CH:28]=2)=[CH:21][CH:22]2[CH2:26][CH2:25][CH2:24][CH2:23]2)(=O)=O)C=CC=CC=1.[OH-].[Na+].[CH2:42](O)C. The yield is 0.960. The product is [CH:22]1([CH:21]=[C:20]([C:11]2[NH:10][C:14]3=[N:15][CH:16]=[C:17]([F:19])[CH:18]=[C:13]3[CH:12]=2)[C:27]2[CH:28]=[CH:29][C:30]([S:33]([CH2:36][CH2:37][O:38][CH2:39][CH3:42])(=[O:34])=[O:35])=[CH:31][CH:32]=2)[CH2:26][CH2:25][CH2:24][CH2:23]1. The catalyst is O1CCCC1.ClCCl.